Predict the product of the given reaction. From a dataset of Forward reaction prediction with 1.9M reactions from USPTO patents (1976-2016). Given the reactants [OH:1][CH:2]1[CH2:7][CH2:6][N:5]([C:8]([O:10][C:11]([CH3:14])([CH3:13])[CH3:12])=[O:9])[CH2:4][CH2:3]1.[H-].[Na+].Cl[CH2:18][C:19]1[N:20]([C:35]2[CH:40]=[CH:39][C:38]([F:41])=[CH:37][CH:36]=2)[C:21]([C:24]([C:27]2[CH:32]=[CH:31][C:30]([Cl:33])=[C:29]([Cl:34])[CH:28]=2)([CH3:26])[CH3:25])=[CH:22][N:23]=1, predict the reaction product. The product is: [Cl:34][C:29]1[CH:28]=[C:27]([C:24]([C:21]2[N:20]([C:35]3[CH:36]=[CH:37][C:38]([F:41])=[CH:39][CH:40]=3)[C:19]([CH2:18][O:1][CH:2]3[CH2:3][CH2:4][N:5]([C:8]([O:10][C:11]([CH3:14])([CH3:13])[CH3:12])=[O:9])[CH2:6][CH2:7]3)=[N:23][CH:22]=2)([CH3:26])[CH3:25])[CH:32]=[CH:31][C:30]=1[Cl:33].